From a dataset of Full USPTO retrosynthesis dataset with 1.9M reactions from patents (1976-2016). Predict the reactants needed to synthesize the given product. Given the product [CH3:2][O:3][C:4]([C@@H:5]1[CH2:9][C@@H:8]([OH:10])[CH2:7][N:6]1[S:22]([C:13]1[CH:14]=[CH:15][C:16]2[C:21](=[CH:20][CH:19]=[CH:18][CH:17]=2)[CH:12]=1)(=[O:24])=[O:23])=[O:11], predict the reactants needed to synthesize it. The reactants are: Cl.[CH3:2][O:3][C:4](=[O:11])[C@@H:5]1[CH2:9][C@@H:8]([OH:10])[CH2:7][NH:6]1.[CH:12]1[C:21]2[C:16](=[CH:17][CH:18]=[CH:19][CH:20]=2)[CH:15]=[CH:14][C:13]=1[S:22](Cl)(=[O:24])=[O:23].O.